This data is from Forward reaction prediction with 1.9M reactions from USPTO patents (1976-2016). The task is: Predict the product of the given reaction. (1) Given the reactants Br[Si](C)(C)C.[O:6]([C:13]1[CH:35]=[CH:34][C:16]([C:17]([NH:19][C:20]2[CH:21]=[C:22]([P:26](=[O:33])([O:30]CC)[O:27]CC)[CH:23]=[CH:24][CH:25]=2)=[O:18])=[CH:15][CH:14]=1)[C:7]1[CH:12]=[CH:11][CH:10]=[CH:9][CH:8]=1.O, predict the reaction product. The product is: [O:6]([C:13]1[CH:35]=[CH:34][C:16]([C:17]([NH:19][C:20]2[CH:21]=[C:22]([P:26](=[O:27])([OH:33])[OH:30])[CH:23]=[CH:24][CH:25]=2)=[O:18])=[CH:15][CH:14]=1)[C:7]1[CH:8]=[CH:9][CH:10]=[CH:11][CH:12]=1. (2) Given the reactants [Br:1][C:2]1[CH:7]=[CH:6][C:5]([C:8]2[NH:12][C:11]([C@@H:13]3[CH2:17][CH2:16][CH2:15][N:14]3[C:18](=[O:28])[C@@H:19]([NH:23][C:24](=[O:27])[O:25][CH3:26])[CH:20]([CH3:22])[CH3:21])=[N:10][CH:9]=2)=[CH:4][C:3]=1OC(F)F.Br[C:34]1[CH:39]=[CH:38]C(C2NC([C@@H]3CCCN3C(OC(C)(C)C)=O)=NC=2)=[CH:36][C:35]=1OC(F)F, predict the reaction product. The product is: [Br:1][C:2]1[CH:7]=[C:6]2[C:5](=[CH:4][CH:3]=1)[C:8]1[NH:12][C:11]([C@@H:13]3[CH2:17][CH2:16][CH2:15][N:14]3[C:18](=[O:28])[C@@H:19]([NH:23][C:24](=[O:27])[O:25][CH3:26])[CH:20]([CH3:22])[CH3:21])=[N:10][C:9]=1[CH:36]=[C:35]2[C:34]#[C:39][CH3:38].